From a dataset of Full USPTO retrosynthesis dataset with 1.9M reactions from patents (1976-2016). Predict the reactants needed to synthesize the given product. (1) Given the product [OH:8][CH2:9][C:10]([NH:12][C:13]1[C:21]2[C:16](=[N:17][CH:18]=[CH:19][C:20]=2[N:22]2[CH2:27][CH2:26][NH:25][CH2:24][CH2:23]2)[NH:15][CH:14]=1)=[O:11], predict the reactants needed to synthesize it. The reactants are: C([O:8][CH2:9][C:10]([NH:12][C:13]1[C:21]2[C:16](=[N:17][CH:18]=[CH:19][C:20]=2[N:22]2[CH2:27][CH2:26][N:25](CC3C=CC=CC=3)[CH2:24][CH2:23]2)[NH:15][CH:14]=1)=[O:11])C1C=CC=CC=1.CCN(C(C)C)C(C)C. (2) The reactants are: [CH2:1]([C:3]([C:21]1[CH:26]=[CH:25][C:24](OS(C(F)(F)F)(=O)=O)=[C:23]([CH3:35])[CH:22]=1)([C:6]1[CH:11]=[CH:10][C:9](/[CH:12]=[CH:13]/[C:14]2([OH:19])[CH2:18][CH2:17][CH2:16][CH2:15]2)=[C:8]([CH3:20])[CH:7]=1)[CH2:4][CH3:5])[CH3:2].C([O-])(=O)C.[K+].[B:50]1([B:50]2[O:54][C:53]([CH3:56])([CH3:55])[C:52]([CH3:58])([CH3:57])[O:51]2)[O:54][C:53]([CH3:56])([CH3:55])[C:52]([CH3:58])([CH3:57])[O:51]1.O. Given the product [CH2:1]([C:3]([C:6]1[CH:11]=[CH:10][C:9](/[CH:12]=[CH:13]/[C:14]2([OH:19])[CH2:15][CH2:16][CH2:17][CH2:18]2)=[C:8]([CH3:20])[CH:7]=1)([C:21]1[CH:26]=[CH:25][C:24]([B:50]2[O:51][C:52]([CH3:57])([CH3:58])[C:53]([CH3:55])([CH3:56])[O:54]2)=[C:23]([CH3:35])[CH:22]=1)[CH2:4][CH3:5])[CH3:2], predict the reactants needed to synthesize it.